This data is from Catalyst prediction with 721,799 reactions and 888 catalyst types from USPTO. The task is: Predict which catalyst facilitates the given reaction. (1) Reactant: S(S([O-])=O)([O-])=O.[Na+].[Na+].[F:9][C:10]1[CH:11]=[CH:12][C:13]([N+:28]([O-])=O)=[C:14]([CH:27]=1)[NH:15][C:16]1[S:20][C:19]2[CH:21]=[CH:22][CH:23]=[CH:24][C:18]=2[C:17]=1[C:25]#[N:26].O. Product: [NH2:28][C:13]1[CH:12]=[CH:11][C:10]([F:9])=[CH:27][C:14]=1[NH:15][C:16]1[S:20][C:19]2[CH:21]=[CH:22][CH:23]=[CH:24][C:18]=2[C:17]=1[C:25]#[N:26]. The catalyst class is: 9. (2) Reactant: Cl[C:2]1[N:11]=[C:10]([N:12]2[CH2:17][CH2:16][N:15]([C:18](=[O:25])[C@H:19]([OH:24])[CH2:20][CH:21]([CH3:23])[CH3:22])[CH2:14][CH2:13]2)[C:9]2[C:4](=[CH:5][C:6]([CH3:26])=[CH:7][CH:8]=2)[N:3]=1.[F:27][C:28]1[CH:29]=[CH:30][C:31]([O:37][CH3:38])=[C:32](B(O)O)[CH:33]=1.C([O-])([O-])=O.[K+].[K+].C(#N)C. Product: [F:27][C:28]1[CH:33]=[CH:32][C:31]([O:37][CH3:38])=[C:30]([C:2]2[N:11]=[C:10]([N:12]3[CH2:17][CH2:16][N:15]([C:18](=[O:25])[C@H:19]([OH:24])[CH2:20][CH:21]([CH3:23])[CH3:22])[CH2:14][CH2:13]3)[C:9]3[C:4](=[CH:5][C:6]([CH3:26])=[CH:7][CH:8]=3)[N:3]=2)[CH:29]=1. The catalyst class is: 103. (3) Reactant: [Br:1][C:2]1[CH:3]=[C:4]([CH2:9][C:10]([O:12][CH3:13])=[O:11])[CH:5]=[CH:6][C:7]=1[OH:8].C([O-])([O-])=O.[K+].[K+].[CH:20]1[CH:25]=[CH:24][C:23]([CH2:26]Br)=[CH:22][CH:21]=1. Product: [Br:1][C:2]1[CH:3]=[C:4]([CH2:9][C:10]([O:12][CH3:13])=[O:11])[CH:5]=[CH:6][C:7]=1[O:8][CH2:26][C:23]1[CH:24]=[CH:25][CH:20]=[CH:21][CH:22]=1. The catalyst class is: 21. (4) Reactant: Br[C:2]1[N:3]=[C:4]([C:7]2([F:20])[CH2:12][CH2:11][N:10]([C:13]([O:15][C:16]([CH3:19])([CH3:18])[CH3:17])=[O:14])[CH2:9][CH2:8]2)[S:5][CH:6]=1.C([Li])CCC.CN(C)[CH:28]=[O:29].[Cl-].[NH4+]. Product: [F:20][C:7]1([C:4]2[S:5][CH:6]=[C:2]([CH:28]=[O:29])[N:3]=2)[CH2:12][CH2:11][N:10]([C:13]([O:15][C:16]([CH3:19])([CH3:18])[CH3:17])=[O:14])[CH2:9][CH2:8]1. The catalyst class is: 4. (5) Reactant: [CH3:1][C:2]1[N:11]([C:12]2[CH:17]=[CH:16][C:15]([OH:18])=[CH:14][CH:13]=2)[C:10](=[O:19])[C:9]2[C:4](=[CH:5][CH:6]=[CH:7][CH:8]=2)[N:3]=1.[C:20]([O:24][C:25]([N:27]1[CH2:32][CH2:31][CH:30](O)[CH2:29][CH2:28]1)=[O:26])([CH3:23])([CH3:22])[CH3:21].C1(P(C2C=CC=CC=2)C2C=CC=CC=2)C=CC=CC=1.CCOC(/N=N/C(OCC)=O)=O. Product: [C:20]([O:24][C:25]([N:27]1[CH2:32][CH2:31][CH:30]([O:18][C:15]2[CH:16]=[CH:17][C:12]([N:11]3[C:10](=[O:19])[C:9]4[C:4](=[CH:5][CH:6]=[CH:7][CH:8]=4)[N:3]=[C:2]3[CH3:1])=[CH:13][CH:14]=2)[CH2:29][CH2:28]1)=[O:26])([CH3:23])([CH3:21])[CH3:22]. The catalyst class is: 7. (6) Reactant: [CH3:1][O:2][CH2:3][CH2:4][O:5][C:6]1[CH:11]=[CH:10][C:9]([C:12](=[N:15]O)[CH2:13][CH3:14])=[CH:8][CH:7]=1.[H-].[Al+3].[Li+].[H-].[H-].[H-].O.[OH-].[Na+]. Product: [CH3:1][O:2][CH2:3][CH2:4][O:5][C:6]1[CH:7]=[CH:8][C:9]([CH:12]([NH2:15])[CH2:13][CH3:14])=[CH:10][CH:11]=1. The catalyst class is: 7.